Dataset: Catalyst prediction with 721,799 reactions and 888 catalyst types from USPTO. Task: Predict which catalyst facilitates the given reaction. (1) Product: [C:24]([O:28][C:29]([NH:1][C@H:2]([C:7]1[CH:8]=[CH:9][C:10]([OH:13])=[CH:11][CH:12]=1)[C:3]([O:5][CH3:6])=[O:4])=[O:30])([CH3:27])([CH3:26])[CH3:25]. Reactant: [NH2:1][C@H:2]([C:7]1[CH:12]=[CH:11][C:10]([OH:13])=[CH:9][CH:8]=1)[C:3]([O:5][CH3:6])=[O:4].Cl.C(N(CC)C(C)C)(C)C.[C:24]([O:28][C:29](O[C:29]([O:28][C:24]([CH3:27])([CH3:26])[CH3:25])=[O:30])=[O:30])([CH3:27])([CH3:26])[CH3:25]. The catalyst class is: 4. (2) Reactant: [OH:1][C:2]1([CH3:37])[C:7]2=[N:8][C:9]([C:19]3[CH:24]=[CH:23][C:22]([CH3:25])=[CH:21][CH:20]=3)=[C:10]([C:12]3[CH:17]=[CH:16][C:15]([CH3:18])=[CH:14][CH:13]=3)[N:11]=[C:6]2[N:5]([CH2:26][CH2:27][CH2:28][CH2:29][CH2:30][CH2:31][C:32]([O:34][CH2:35][CH3:36])=[O:33])[CH2:4][CH2:3]1.[CH3:38][O:39][C:40]1([CH3:75])[C:45]2=[N:46][C:47]([C:57]3[CH:62]=[CH:61][C:60]([CH3:63])=[CH:59][CH:58]=3)=[C:48]([C:50]3[CH:55]=[CH:54][C:53]([CH3:56])=[CH:52][CH:51]=3)[N:49]=[C:44]2[N:43]([CH2:64][CH2:65][CH2:66][CH2:67][CH2:68][CH2:69][C:70]([O:72][CH2:73][CH3:74])=[O:71])[CH2:42][CH2:41]1. Product: [CH3:38][O:39][C:40]1([CH3:75])[C:45]2=[N:46][C:47]([C:57]3[CH:62]=[CH:61][C:60]([CH3:63])=[CH:59][CH:58]=3)=[C:48]([C:50]3[CH:51]=[CH:52][C:53]([CH3:56])=[CH:54][CH:55]=3)[N:49]=[C:44]2[N:43]([CH2:64][CH2:65][CH2:66][CH2:67][CH2:68][CH2:69][C:70]([O:72][CH2:73][CH3:74])=[O:71])[CH2:42][CH2:41]1.[OH:1][C:2]1([CH3:37])[C:7]2=[N:8][C:9]([C:19]3[CH:24]=[CH:23][C:22]([CH3:25])=[CH:21][CH:20]=3)=[C:10]([C:12]3[CH:13]=[CH:14][C:15]([CH3:18])=[CH:16][CH:17]=3)[N:11]=[C:6]2[N:5]([CH2:26][CH2:27][CH2:28][CH2:29][CH2:30][CH2:31][C:32]([O:34][CH2:35][CH3:36])=[O:33])[CH2:4][CH2:3]1. The catalyst class is: 5. (3) Reactant: [NH:1]1[C:9]2[C:4](=[CH:5][CH:6]=[CH:7][C:8]=2[C:10]([OH:12])=O)[CH:3]=[CH:2]1.CN(C(ON1N=NC2C=CC=CC1=2)=[N+](C)C)C.[B-](F)(F)(F)F.C(N(CC)C(C)C)(C)C.[C:44]([C:48]1[CH:64]=[CH:63][C:51]([CH2:52][N-:53][CH2:54][CH:55]([OH:62])[C:56]2[CH:61]=[CH:60][CH:59]=[CH:58][CH:57]=2)=[CH:50][CH:49]=1)([CH3:47])([CH3:46])[CH3:45]. The catalyst class is: 18. Product: [C:44]([C:48]1[CH:64]=[CH:63][C:51]([CH2:52][N:53]([CH2:54][CH:55]([OH:62])[C:56]2[CH:57]=[CH:58][CH:59]=[CH:60][CH:61]=2)[C:10]([C:8]2[CH:7]=[CH:6][CH:5]=[C:4]3[C:9]=2[NH:1][CH:2]=[CH:3]3)=[O:12])=[CH:50][CH:49]=1)([CH3:47])([CH3:45])[CH3:46]. (4) Reactant: [CH3:1][C:2]1[CH:3]=[CH:4][C:5]([C@@H:21]2[O:26][C@H:25]([CH2:27][OH:28])[C@@H:24]([OH:29])[C@H:23]([OH:30])[C@H:22]2[OH:31])=[CH:6][C:7]=1[CH2:8][C:9]1[S:13][C:12]([C:14]2[CH:15]=[CH:16][C:17]([F:20])=[CH:18][CH:19]=2)=[CH:11][CH:10]=1.N1CCC[C@H]1C(O)=O. Product: [CH3:1][C:2]1[CH:3]=[CH:4][C:5]([C@@H:21]2[O:26][C@H:25]([CH2:27][OH:28])[C@@H:24]([OH:29])[C@H:23]([OH:30])[C@H:22]2[OH:31])=[CH:6][C:7]=1[CH2:8][C:9]1[S:13][C:12]([C:14]2[CH:15]=[CH:16][C:17]([F:20])=[CH:18][CH:19]=2)=[CH:11][CH:10]=1. The catalyst class is: 13. (5) Reactant: C1C(=O)N([Br:8])C(=O)C1.[CH3:9][C:10]1[N:11]([S:19]([C:22]2[CH:27]=[CH:26][CH:25]=[CH:24][CH:23]=2)(=[O:21])=[O:20])[C:12]2[C:17]([CH:18]=1)=[CH:16][CH:15]=[CH:14][N:13]=2.O. Product: [Br:8][C:18]1[C:17]2[C:12](=[N:13][CH:14]=[CH:15][CH:16]=2)[N:11]([S:19]([C:22]2[CH:27]=[CH:26][CH:25]=[CH:24][CH:23]=2)(=[O:20])=[O:21])[C:10]=1[CH3:9]. The catalyst class is: 3. (6) Reactant: [CH3:1][O:2][C:3]([CH:5]1[CH2:7][CH:6]1[C:8]1[CH:13]=[C:12]([F:14])[C:11]([O:15]CC2C=CC=CC=2)=[C:10]([F:23])[CH:9]=1)=[O:4]. Product: [CH3:1][O:2][C:3]([CH:5]1[CH2:7][CH:6]1[C:8]1[CH:9]=[C:10]([F:23])[C:11]([OH:15])=[C:12]([F:14])[CH:13]=1)=[O:4]. The catalyst class is: 358. (7) Reactant: CCN(C(C)C)C(C)C.[F:10][C:11]1[CH:16]=[CH:15][CH:14]=[CH:13][C:12]=1[C:17]1N[N:20]=[C:19]([C:22]([OH:24])=O)[CH:18]=1.C1(C2NN=C(C(O)=[O:37])C=2)C=CC=CC=1.FC1C=CC=CC=1C(=O)C.C1C=CC2N(O)N=NC=2C=1.CCN=C=NCCCN(C)C.Cl.Cl.Cl.[NH2:73][CH2:74][C:75]([N:77]1[CH2:82][CH2:81][CH:80]([NH:83][C:84]2[CH:89]=[CH:88][CH:87]=[CH:86][C:85]=2[Cl:90])[CH2:79][CH2:78]1)=[O:76]. Product: [Cl:90][C:85]1[CH:86]=[CH:87][CH:88]=[CH:89][C:84]=1[NH:83][CH:80]1[CH2:81][CH2:82][N:77]([C:75](=[O:76])[CH2:74][NH:73][C:22]([C:19]2[CH:18]=[C:17]([C:12]3[CH:13]=[CH:14][CH:15]=[CH:16][C:11]=3[F:10])[O:37][N:20]=2)=[O:24])[CH2:78][CH2:79]1. The catalyst class is: 18.